This data is from Forward reaction prediction with 1.9M reactions from USPTO patents (1976-2016). The task is: Predict the product of the given reaction. (1) Given the reactants [CH2:1]([C:3]1[CH:8]=[CH:7][C:6]([NH:9][C:10]([NH:12][C:13]2[CH:18]=[C:17]([N+:19]([O-:21])=[O:20])[CH:16]=[CH:15][C:14]=2[OH:22])=S)=[CH:5][CH:4]=1)[CH3:2], predict the reaction product. The product is: [CH2:1]([C:3]1[CH:8]=[CH:7][C:6]([NH:9][C:10]2[O:22][C:14]3[CH:15]=[CH:16][C:17]([N+:19]([O-:21])=[O:20])=[CH:18][C:13]=3[N:12]=2)=[CH:5][CH:4]=1)[CH3:2]. (2) Given the reactants Br[C:2]1[CH:3]=[CH:4][C:5]([C:8]([N:10]([CH3:32])[C:11]2[CH:16]=[CH:15][C:14]([CH2:17][N:18]3[CH2:23][CH2:22][N:21]([C:24]([O:26][C:27]([CH3:30])([CH3:29])[CH3:28])=[O:25])[C@@H:20]([CH3:31])[CH2:19]3)=[CH:13][CH:12]=2)=[O:9])=[N:6][CH:7]=1.[F:33][C:34]1[CH:40]=[CH:39][C:37]([NH2:38])=[CH:36][CH:35]=1, predict the reaction product. The product is: [F:33][C:34]1[CH:40]=[CH:39][C:37]([NH:38][C:2]2[CH:3]=[CH:4][C:5]([C:8]([N:10]([CH3:32])[C:11]3[CH:16]=[CH:15][C:14]([CH2:17][N:18]4[CH2:23][CH2:22][N:21]([C:24]([O:26][C:27]([CH3:30])([CH3:29])[CH3:28])=[O:25])[C@@H:20]([CH3:31])[CH2:19]4)=[CH:13][CH:12]=3)=[O:9])=[N:6][CH:7]=2)=[CH:36][CH:35]=1. (3) Given the reactants [Cl:1][C:2]1[CH:9]=[C:8]([N:10]([CH2:16][C:17]2[CH:22]=[CH:21][CH:20]=[CH:19][C:18]=2[Cl:23])[C@H:11]2[CH2:15][CH2:14][NH:13][CH2:12]2)[CH:7]=[CH:6][C:3]=1[C:4]#[N:5].Br[CH2:25][C:26]1[CH:31]=[CH:30][N:29]=[CH:28][CH:27]=1, predict the reaction product. The product is: [Cl:1][C:2]1[CH:9]=[C:8]([N:10]([CH2:16][C:17]2[CH:22]=[CH:21][CH:20]=[CH:19][C:18]=2[Cl:23])[C@H:11]2[CH2:15][CH2:14][N:13]([CH2:25][C:26]3[CH:31]=[CH:30][N:29]=[CH:28][CH:27]=3)[CH2:12]2)[CH:7]=[CH:6][C:3]=1[C:4]#[N:5]. (4) Given the reactants [C:1]([N:4]1[C:13]2[C:8](=[CH:9][C:10]([C:14]3[CH:15]=[CH:16][C:17]([C:20]([OH:22])=O)=[N:18][CH:19]=3)=[CH:11][CH:12]=2)[C@H:7]([NH:23][C:24]2[CH:29]=[N:28][C:27]([C:30]#[N:31])=[CH:26][N:25]=2)[CH2:6][C@@H:5]1[CH3:32])(=[O:3])[CH3:2].CN(C(ON1N=NC2C=CC=NC1=2)=[N+](C)C)C.F[P-](F)(F)(F)(F)F.CCN(C(C)C)C(C)C.[NH2:66][CH2:67][CH2:68][OH:69], predict the reaction product. The product is: [C:1]([N:4]1[C:13]2[C:8](=[CH:9][C:10]([C:14]3[CH:15]=[CH:16][C:17]([C:20]([NH:66][CH2:67][CH2:68][OH:69])=[O:22])=[N:18][CH:19]=3)=[CH:11][CH:12]=2)[C@H:7]([NH:23][C:24]2[CH:29]=[N:28][C:27]([C:30]#[N:31])=[CH:26][N:25]=2)[CH2:6][C@@H:5]1[CH3:32])(=[O:3])[CH3:2]. (5) Given the reactants [C:1]1(=[O:6])[O:5][CH2:4][CH2:3][CH2:2]1.[CH3:7][O:8][C:9]1[CH:10]=[C:11]([CH:15]=[CH:16][CH:17]=1)[C:12](Cl)=[O:13].C[Si](C)(C)[N-][Si](C)(C)C.[Li+].C(=O)([O-])O.[Na+], predict the reaction product. The product is: [CH3:7][O:8][C:9]1[CH:10]=[C:11]([CH:15]=[CH:16][CH:17]=1)[C:12]([CH:2]1[CH2:3][CH2:4][O:5][C:1]1=[O:6])=[O:13]. (6) Given the reactants [Cl:1][C:2]1[CH:3]=[C:4]([C:10]2[C:11]([CH3:27])=[N:12][N:13]([CH2:16][C:17]3[CH:22]=[CH:21][C:20]([S:23](Cl)(=[O:25])=[O:24])=[CH:19][CH:18]=3)[C:14]=2[CH3:15])[CH:5]=[CH:6][C:7]=1[C:8]#[N:9].[CH:28]1([NH2:31])[CH2:30][CH2:29]1.[Cl-].[NH4+], predict the reaction product. The product is: [Cl:1][C:2]1[CH:3]=[C:4]([C:10]2[C:11]([CH3:27])=[N:12][N:13]([CH2:16][C:17]3[CH:22]=[CH:21][C:20]([S:23]([NH:31][CH:28]4[CH2:30][CH2:29]4)(=[O:25])=[O:24])=[CH:19][CH:18]=3)[C:14]=2[CH3:15])[CH:5]=[CH:6][C:7]=1[C:8]#[N:9].